The task is: Binary Classification. Given a drug SMILES string, predict its activity (active/inactive) in a high-throughput screening assay against a specified biological target.. This data is from HIV replication inhibition screening data with 41,000+ compounds from the AIDS Antiviral Screen. (1) The compound is CC(=O)C1=NN(c2ccccc2)C2(S1)SC(c1ccccc1)(c1ccccc1)c1ccccc12. The result is 0 (inactive). (2) The drug is Cc1cc2c(cc1-c1cc3c(cc1C)C(C(C)C)=C(O)C(=O)C3=CNCC1CCCN3CCCCC13)C(=CNCC1CCCN3CCCCC13)C(=O)C(O)=C2C(C)C. The result is 1 (active).